Dataset: Retrosynthesis with 50K atom-mapped reactions and 10 reaction types from USPTO. Task: Predict the reactants needed to synthesize the given product. (1) Given the product Cc1ccccc1C(C)Oc1cc(-n2cnc3cnc(CO[Si](C)(C)C(C)(C)C)cc32)sc1C(N)=O, predict the reactants needed to synthesize it. The reactants are: COC(=O)c1sc(-n2cnc3cnc(CO[Si](C)(C)C(C)(C)C)cc32)cc1OC(C)c1ccccc1C.N. (2) Given the product CON(C)C(=O)c1nc(NC(C)=O)ccc1Br, predict the reactants needed to synthesize it. The reactants are: CC(=O)Nc1ccc(Br)c(C(=O)O)n1.CNOC. (3) Given the product COc1cc(F)c(C(C)C)cc1-c1ccc(Cl)nc1CN1C(=O)O[C@H](c2cc(C(F)(F)F)cc(C(F)(F)F)c2)[C@@H]1C, predict the reactants needed to synthesize it. The reactants are: COc1cc(F)c(C(C)C)cc1B(O)O.C[C@H]1[C@@H](c2cc(C(F)(F)F)cc(C(F)(F)F)c2)OC(=O)N1Cc1nc(Cl)ccc1Br. (4) The reactants are: CCOC(=O)c1cn(C(C)(C)C)c2nc(Cl)c(F)cc2c1=O.O=C(N1C2CCC1CNC2)C(F)(F)F. Given the product CCOC(=O)c1cn(C(C)(C)C)c2nc(N3CC4CCC(C3)N4C(=O)C(F)(F)F)c(F)cc2c1=O, predict the reactants needed to synthesize it. (5) Given the product COc1ccc(CNc2nc(-n3cncn3)nc3sc([N+](=O)[O-])cc23)cc1Cl, predict the reactants needed to synthesize it. The reactants are: COc1ccc(CNc2nc(Cl)nc3sc([N+](=O)[O-])cc23)cc1Cl.c1nc[nH]n1. (6) Given the product COCCOc1ccc(C(=O)c2cn(Cc3cccc(Br)n3)c3ccccc3c2=O)cc1C, predict the reactants needed to synthesize it. The reactants are: COCCOc1ccc(I)cc1C.CON(C)C(=O)c1cn(Cc2cccc(Br)n2)c2ccccc2c1=O. (7) Given the product CC(C)(C)OC(=O)N1CC[C@H](O)[C@H]1COS(C)(=O)=O, predict the reactants needed to synthesize it. The reactants are: CC(C)(C)OC(=O)N1CC[C@H](O)[C@H]1CO.CS(=O)(=O)Cl. (8) Given the product CC(C)CSc1ccc2cc(N)c(N)cc2c1, predict the reactants needed to synthesize it. The reactants are: CC(C)CSc1ccc2cc([N+](=O)[O-])c(N)cc2c1.